Dataset: Reaction yield outcomes from USPTO patents with 853,638 reactions. Task: Predict the reaction yield, written as a fraction of the theoretical maximum amount of product (1.0 means a 100% yield; for example, 0.34 means a 34% yield). (1) The reactants are [CH3:1][C:2]1[N:6]([CH2:7][CH2:8][N:9]2[CH2:14][CH2:13][O:12][CH2:11][CH2:10]2)[C:5]2[S:15][CH:16]=[CH:17][C:4]=2[CH:3]=1.[Cl-].C([Al+]CC)C.[Cl:24][C:25]1[C:33]([Cl:34])=[CH:32][CH:31]=[CH:30][C:26]=1[C:27](Cl)=[O:28]. The catalyst is C(Cl)Cl. The product is [Cl:24][C:25]1[C:33]([Cl:34])=[CH:32][CH:31]=[CH:30][C:26]=1[C:27]([C:3]1[C:4]2[CH:17]=[CH:16][S:15][C:5]=2[N:6]([CH2:7][CH2:8][N:9]2[CH2:10][CH2:11][O:12][CH2:13][CH2:14]2)[C:2]=1[CH3:1])=[O:28]. The yield is 0.144. (2) The yield is 0.980. The product is [CH:1]1[C:10]2[C:5](=[CH:6][CH:7]=[CH:8][CH:9]=2)[CH:4]=[CH:3][C:2]=1[C:11]([NH:13][C@H:14]([C:19]([OH:21])=[O:20])[CH2:15][CH:17]([CH3:18])[CH3:22])=[O:12]. The reactants are [CH:1]1[C:10]2[C:5](=[CH:6][CH:7]=[CH:8][CH:9]=2)[CH:4]=[CH:3][C:2]=1[C:11]([NH:13][C@H:14]([C:19]([OH:21])=[O:20])[C@H:15]([CH2:17][CH3:18])C)=[O:12].[CH3:22]OC(=O)[C@H](CC(C)C)N. No catalyst specified. (3) The reactants are [C:1]([O:5][C:6]([NH:8][C@H:9]1[CH2:14][CH2:13][CH2:12][C@@H:11]([C:15](O)=[O:16])[CH2:10]1)=[O:7])([CH3:4])([CH3:3])[CH3:2].S(C)C.Cl. The catalyst is C1COCC1.O. The product is [OH:16][CH2:15][C@H:11]1[CH2:12][CH2:13][CH2:14][C@@H:9]([NH:8][C:6](=[O:7])[O:5][C:1]([CH3:3])([CH3:2])[CH3:4])[CH2:10]1. The yield is 1.00. (4) The reactants are [CH3:1][O:2][C:3]1[CH:4]=[C:5]2[C:10](=[CH:11][C:12]=1[O:13][CH3:14])[N:9]=[CH:8][CH:7]=[C:6]2[O:15][C:16]1[CH:22]=[CH:21][C:19]([NH2:20])=[C:18]([CH3:23])[C:17]=1[CH3:24].Cl[C:26](Cl)([O:28][C:29](=[O:35])OC(Cl)(Cl)Cl)Cl.[C:37]([C:41]1C=[CH:45][CH:44]=[CH:43][C:42]=1O)([CH3:40])([CH3:39])[CH3:38].C(=O)(O)[O-].[Na+]. The catalyst is C(Cl)Cl.C(N(CC)CC)C.C1(C)C=CC=CC=1. The product is [CH3:1][O:2][C:3]1[CH:4]=[C:5]2[C:10](=[CH:11][C:12]=1[O:13][CH3:14])[N:9]=[CH:8][CH:7]=[C:6]2[O:15][C:16]1[CH:22]=[CH:21][C:19]([NH:20][C:29](=[O:35])[O:28][C:26]2[CH:45]=[CH:44][CH:43]=[CH:42][C:41]=2[C:37]([CH3:40])([CH3:39])[CH3:38])=[C:18]([CH3:23])[C:17]=1[CH3:24]. The yield is 0.600. (5) The reactants are [NH2:1][C:2]1[C:7]([C:8]#[N:9])=[CH:6][CH:5]=[CH:4][N:3]=1.C([O-])([O-])=O.[Na+].[Na+].[Br:16]Br. The catalyst is CC(O)=O. The product is [NH2:1][C:2]1[C:7]([C:8]#[N:9])=[CH:6][C:5]([Br:16])=[CH:4][N:3]=1. The yield is 1.00. (6) The reactants are [CH3:1][O:2][C:3]1[CH:10]=[CH:9][C:6]([CH:7]=O)=[CH:5][CH:4]=1.[O:11]=[C:12]([CH:14](P(=O)(OCC)OCC)[CH2:15][CH2:16][CH2:17][CH2:18][CH3:19])[CH3:13]. No catalyst specified. The product is [CH3:1][O:2][C:3]1[CH:10]=[CH:9][C:6](/[CH:7]=[C:14](\[CH2:15][CH2:16][CH2:17][CH2:18][CH3:19])/[C:12](=[O:11])[CH3:13])=[CH:5][CH:4]=1. The yield is 0.170. (7) The reactants are [Cl:1][C:2]1[CH:21]=[CH:20][C:5]([CH2:6][NH:7][C:8]2[N:19]=[CH:18][CH:17]=[CH:16][C:9]=2[C:10]([NH:12][CH2:13][C:14]#[CH:15])=[O:11])=[CH:4][CH:3]=1.[N:22]([CH2:25][C:26]1[CH:31]=[CH:30][CH:29]=[C:28]([O:32][C:33]2[CH:38]=[CH:37][CH:36]=[CH:35][CH:34]=2)[CH:27]=1)=[N+:23]=[N-:24].O.O=C1O[C@H]([C@H](CO)O)C([O-])=C1O.[Na+]. The yield is 0.600. The product is [Cl:1][C:2]1[CH:21]=[CH:20][C:5]([CH2:6][NH:7][C:8]2[N:19]=[CH:18][CH:17]=[CH:16][C:9]=2[C:10]([NH:12][CH2:13][C:14]2[N:24]=[N:23][N:22]([CH2:25][C:26]3[CH:31]=[CH:30][CH:29]=[C:28]([O:32][C:33]4[CH:38]=[CH:37][CH:36]=[CH:35][CH:34]=4)[CH:27]=3)[CH:15]=2)=[O:11])=[CH:4][CH:3]=1. The catalyst is S([O-])([O-])(=O)=O.[Cu+2].C(O)(C)(C)C.